From a dataset of Reaction yield outcomes from USPTO patents with 853,638 reactions. Predict the reaction yield, written as a fraction of the theoretical maximum amount of product (1.0 means a 100% yield; for example, 0.34 means a 34% yield). (1) The catalyst is C(Cl)Cl.CCN(CC)CC. The yield is 0.400. The product is [C:1]([C:4]1[CH:9]=[CH:8][C:7]([C:10]2[CH:11]=[N:12][C:13]([C:16]([F:19])([F:18])[F:17])=[N:14][CH:15]=2)=[CH:6][C:5]=1[CH2:20][NH:21][C:22]([C@@H:24]1[C@@H:29]2[C@@H:27]([CH2:28]2)[CH2:26][NH:25]1)=[O:23])(=[O:3])[NH2:2]. The reactants are [C:1]([C:4]1[CH:9]=[CH:8][C:7]([C:10]2[CH:11]=[N:12][C:13]([C:16]([F:19])([F:18])[F:17])=[N:14][CH:15]=2)=[CH:6][C:5]=1[CH2:20][NH:21][C:22]([C@@H:24]1[C@@H:29]2[C@@H:27]([CH2:28]2)[CH2:26][N:25]1C(OC(C)(C)C)=O)=[O:23])(=[O:3])[NH2:2].Cl.O1CCOCC1.FC1C=CC(S(Cl)(=O)=O)=CC=1. (2) The reactants are Br[C:2]1[S:6][C:5]([C:7]([O:9][CH2:10][CH3:11])=[O:8])=[N:4][CH:3]=1.C([O-])([O-])=O.[K+].[K+].[CH3:18][N:19]1[C:23](B2OC(C)(C)C(C)(C)O2)=[CH:22][CH:21]=[N:20]1. The catalyst is O1CCOCC1.O.CC(C)([P](C(C)(C)C)([Pd][P](C(C)(C)C)(C(C)(C)C)C(C)(C)C)C(C)(C)C)C. The product is [CH3:18][N:19]1[C:23]([C:2]2[S:6][C:5]([C:7]([O:9][CH2:10][CH3:11])=[O:8])=[N:4][CH:3]=2)=[CH:22][CH:21]=[N:20]1. The yield is 0.0500.